Predict the reactants needed to synthesize the given product. From a dataset of Full USPTO retrosynthesis dataset with 1.9M reactions from patents (1976-2016). (1) The reactants are: [Br:1][C:2]1[CH:7]=[CH:6][CH:5]=[CH:4][C:3]=1I.C([Mg]Br)(C)C.[CH3:14][Si:15]([CH3:30])([CH3:29])[CH2:16][CH2:17][S:18]([N:21]1[CH2:26][CH2:25][CH2:24][CH:23]([CH:27]=[O:28])[CH2:22]1)(=[O:20])=[O:19]. Given the product [Br:1][C:2]1[CH:7]=[CH:6][CH:5]=[CH:4][C:3]=1[CH:27]([CH:23]1[CH2:24][CH2:25][CH2:26][N:21]([S:18]([CH2:17][CH2:16][Si:15]([CH3:30])([CH3:29])[CH3:14])(=[O:19])=[O:20])[CH2:22]1)[OH:28], predict the reactants needed to synthesize it. (2) Given the product [C:17]([O:16][C:14]([NH:1][C@@H:2]([CH:6]([CH3:8])[CH3:7])[C:3]([OH:5])=[O:4])=[O:15])([CH3:20])([CH3:19])[CH3:18], predict the reactants needed to synthesize it. The reactants are: [NH2:1][C@@H:2]([CH:6]([CH3:8])[CH3:7])[C:3]([OH:5])=[O:4].C(=O)(O)[O-].[Na+].[C:14](O[C:14]([O:16][C:17]([CH3:20])([CH3:19])[CH3:18])=[O:15])([O:16][C:17]([CH3:20])([CH3:19])[CH3:18])=[O:15]. (3) Given the product [F:12][C:9]1[CH:10]=[C:11]2[C:6](=[CH:7][CH:8]=1)[N:5]([C:13](=[O:15])[CH3:14])[C@@H:4]([CH3:16])[C@H:3]([CH3:17])[C@H:2]2[NH:1][C:47]1[CH:52]=[N:51][C:50]([CH3:53])=[CH:49][N:48]=1, predict the reactants needed to synthesize it. The reactants are: [NH2:1][C@H:2]1[C:11]2[C:6](=[CH:7][CH:8]=[C:9]([F:12])[CH:10]=2)[N:5]([C:13](=[O:15])[CH3:14])[C@@H:4]([CH3:16])[C@@H:3]1[CH3:17].CN(C1C(C2C(P(C3CCCCC3)C3CCCCC3)=CC=CC=2)=CC=CC=1)C.Br[C:47]1[CH:52]=[N:51][C:50]([CH3:53])=[CH:49][N:48]=1.CC(C)([O-])C.[Na+]. (4) The reactants are: [Cl:1][C:2]1[CH:13]=[CH:12][C:5]([C:6](N(OC)C)=[O:7])=[C:4]([NH:14][C:15]2[CH:20]=[CH:19][CH:18]=[CH:17][C:16]=2[Cl:21])[CH:3]=1.[CH2:22]([Mg]Br)[CH3:23]. Given the product [Cl:1][C:2]1[CH:13]=[CH:12][C:5]([C:6](=[O:7])[CH2:22][CH3:23])=[C:4]([NH:14][C:15]2[CH:20]=[CH:19][CH:18]=[CH:17][C:16]=2[Cl:21])[CH:3]=1, predict the reactants needed to synthesize it. (5) The reactants are: Cl.[F:2][C:3]([F:7])([CH3:6])[CH2:4][NH2:5].[C:8](N1C=CN=C1)([N:10]1[CH:14]=[CH:13][N:12]=[CH:11]1)=[O:9]. Given the product [F:2][C:3]([F:7])([CH3:6])[CH2:4][NH:5][C:8]([N:10]1[CH:14]=[CH:13][N:12]=[CH:11]1)=[O:9], predict the reactants needed to synthesize it. (6) Given the product [CH2:1]([O:8][C:9]([NH:11][C@H:12]1[CH2:16][CH2:15][N:14]([C@H:17]2[CH2:22][CH2:21][C@@H:20]([NH:23][C:24](=[O:30])[O:25][C:26]([CH3:29])([CH3:28])[CH3:27])[CH2:19][C@H:18]2[CH2:31][S:40][C:34]2[CH:39]=[CH:38][CH:37]=[CH:36][CH:35]=2)[C:13]1=[O:33])=[O:10])[C:2]1[CH:7]=[CH:6][CH:5]=[CH:4][CH:3]=1, predict the reactants needed to synthesize it. The reactants are: [CH2:1]([O:8][C:9]([NH:11][C@H:12]1[CH2:16][CH2:15][N:14]([C@H:17]2[CH2:22][CH2:21][C@@H:20]([NH:23][C:24](=[O:30])[O:25][C:26]([CH3:29])([CH3:28])[CH3:27])[CH2:19][C@H:18]2[CH2:31]O)[C:13]1=[O:33])=[O:10])[C:2]1[CH:7]=[CH:6][CH:5]=[CH:4][CH:3]=1.[C:34]1([S:40][S:40][C:34]2[CH:39]=[CH:38][CH:37]=[CH:36][CH:35]=2)[CH:39]=[CH:38][CH:37]=[CH:36][CH:35]=1.